From a dataset of Reaction yield outcomes from USPTO patents with 853,638 reactions. Predict the reaction yield, written as a fraction of the theoretical maximum amount of product (1.0 means a 100% yield; for example, 0.34 means a 34% yield). (1) The reactants are [CH2:1]([O:4][C:5]1([CH3:41])[CH2:10][CH2:9][N:8]([C:11]2[N:16]3[CH:17]=[C:18]([NH:20]C(OCC[Si](C)(C)C)=O)[N:19]=[C:15]3[CH:14]=[C:13]([CH3:30])[C:12]=2[C@H:31]([O:36][C:37]([CH3:40])([CH3:39])[CH3:38])[C:32]([O:34][CH3:35])=[O:33])[CH2:7][CH2:6]1)[CH:2]=[CH2:3].CCCC[N+](CCCC)(CCCC)CCCC.[F-]. The catalyst is C1COCC1.CCOC(C)=O. The product is [CH2:1]([O:4][C:5]1([CH3:41])[CH2:10][CH2:9][N:8]([C:11]2[N:16]3[CH:17]=[C:18]([NH2:20])[N:19]=[C:15]3[CH:14]=[C:13]([CH3:30])[C:12]=2[C@H:31]([O:36][C:37]([CH3:40])([CH3:39])[CH3:38])[C:32]([O:34][CH3:35])=[O:33])[CH2:7][CH2:6]1)[CH:2]=[CH2:3]. The yield is 0.720. (2) The reactants are [CH2:1]([O:3][C:4](=[O:27])[NH:5][C:6]1[CH:11]=[CH:10][CH:9]=[C:8]([C:12]2[N:13]([CH2:25][CH3:26])[C:14]3[C:19]([C:20]=2[C:21]#[N:22])=[CH:18][CH:17]=[C:16]([O:23]C)[CH:15]=3)[CH:7]=1)[CH3:2].B(Br)(Br)Br. The catalyst is C(Cl)Cl. The product is [CH2:1]([O:3][C:4](=[O:27])[NH:5][C:6]1[CH:11]=[CH:10][CH:9]=[C:8]([C:12]2[N:13]([CH2:25][CH3:26])[C:14]3[C:19]([C:20]=2[C:21]#[N:22])=[CH:18][CH:17]=[C:16]([OH:23])[CH:15]=3)[CH:7]=1)[CH3:2]. The yield is 0.980.